From a dataset of Forward reaction prediction with 1.9M reactions from USPTO patents (1976-2016). Predict the product of the given reaction. Given the reactants [F:1][C:2]([F:7])([F:6])C(O)=O.[C:8]1([C@@H:14]2[NH:18][C:17](=[O:19])[CH:16]=[CH:15]2)[CH:13]=[CH:12][CH:11]=[CH:10][CH:9]=1.[CH3:20][C:21]([OH:23])=O.[CH3:24][C:25]([NH2:37])([C:27]1[CH:32]=[CH:31][CH:30]=[C:29]([C:33]([F:36])([F:35])[F:34])[N:28]=1)[CH3:26], predict the reaction product. The product is: [CH3:26][C:25]([NH:37][C:16]1[C:17](=[O:19])[N:18]([C:8]2[CH:13]=[CH:20][C:21]([O:23][C:2]([F:7])([F:6])[F:1])=[CH:10][CH:9]=2)[C@@H:14]([C:8]2[CH:9]=[CH:10][CH:11]=[CH:12][CH:13]=2)[CH:15]=1)([C:27]1[CH:32]=[CH:31][CH:30]=[C:29]([C:33]([F:35])([F:36])[F:34])[N:28]=1)[CH3:24].